This data is from Full USPTO retrosynthesis dataset with 1.9M reactions from patents (1976-2016). The task is: Predict the reactants needed to synthesize the given product. (1) Given the product [CH3:1][C:2]1[C:7]([NH:8][S:29]([CH:26]2[CH2:28][CH2:27]2)(=[O:31])=[O:30])=[CH:6][CH:5]=[C:4]([N:9]2[CH2:13][CH2:12][C@@H:11]([N:14]3[CH2:18][CH2:17][CH2:16][C@@H:15]3[CH3:19])[CH2:10]2)[N:3]=1, predict the reactants needed to synthesize it. The reactants are: [CH3:1][C:2]1[C:7]([NH2:8])=[CH:6][CH:5]=[C:4]([N:9]2[CH2:13][CH2:12][C@@H:11]([N:14]3[CH2:18][CH2:17][CH2:16][C@@H:15]3[CH3:19])[CH2:10]2)[N:3]=1.N1C=CC=CC=1.[CH:26]1([S:29](Cl)(=[O:31])=[O:30])[CH2:28][CH2:27]1.C(O)C(N)(CO)CO. (2) Given the product [CH2:7]([N:11]1[C:21]([CH3:22])=[CH:20][C:14]([C:15]([O:17][CH2:18][CH3:19])=[O:16])=[N:12]1)[CH2:8][CH2:9][CH3:10], predict the reactants needed to synthesize it. The reactants are: C(O)(=O)C(O)=O.[CH2:7]([NH:11][NH2:12])[CH2:8][CH2:9][CH3:10].O=[C:14]([CH2:20][C:21](=O)[CH3:22])[C:15]([O:17][CH2:18][CH3:19])=[O:16].C(N(CC)CC)C. (3) Given the product [C:3]([C:5]1[N:9]=[CH:8][N:7]([CH:10]2[O:11][CH:12]([O:24][CH2:25][P:26](=[O:27])([OH:28])[OH:31])[CH2:13][CH:14]2[OH:15])[N:6]=1)(=[O:2])[NH2:39], predict the reactants needed to synthesize it. The reactants are: C[O:2][C:3]([C:5]1[N:9]=[CH:8][N:7]([CH:10]2[CH:14]([O:15]C(=O)C3C=CC=CC=3)[CH2:13][CH:12]([O:24][CH2:25][P:26]([O:31]CC)([O:28]CC)=[O:27])[O:11]2)[N:6]=1)=O.Br[Si](C)(C)C.[N:39]1C(C)=CC=CC=1C.N.